Dataset: Experimentally validated miRNA-target interactions with 360,000+ pairs, plus equal number of negative samples. Task: Binary Classification. Given a miRNA mature sequence and a target amino acid sequence, predict their likelihood of interaction. (1) The miRNA is mmu-miR-1958 with sequence UAGGAAAGUGGAAGCAGUAAGU. The protein sequence of the target gene is MAALSGGGGSSSGGGGGGGGGGGGGDGGGGAEQGQALFNGDMEPEAGAGAAASSAADPAIPEEVWNIKQMIKLTQEHIEALLDKFGGEHNPPSIYLEAYEEYTSKLDALQQREQQLLESLVFQTPTDASRNNPKSPQKPIVRVFLPNKQRTVVPARCGVTVRDSLKKALMMRGLIPECCAVYRIQDGEKKPIGWDTDISWLTGEELHVEVLENVPLTTHNFVRKTFFTLAFCDFCRKLLFQGFRCQTCGYKFHQRCSTEVPLMCVNYDQLDLLFVSKFFEHHPVPQEEASFPETALPSGS.... Result: 1 (interaction). (2) The miRNA is hsa-miR-7978 with sequence UCUGGUGUAUAGCGUUGCUCA. The protein sequence of the target gene is MAAIRKKLVIVGDGACGKTCLLIVFSKDQFPEVYVPTVFENYIADIEVDGKQVELALWDTAGQEDYDRLRPLSYPDTDVILMCFSIDSPDSLENIPEKWTPEVKHFCPNVPIILVGNKKDLRQDEHTRRELAKMKQEPVRSEEGRDMANRISAFGYLECSAKTKEGVREVFEMATRAGLQVRKNKRRRGCPIL. Result: 1 (interaction). (3) The miRNA is hsa-miR-7108-5p with sequence GUGUGGCCGGCAGGCGGGUGG. The protein sequence of the target gene is MRILANKTRLPHPRRREAPGSPPLSPRGHCPPAPAKPMHPENKLTNHGKTGNGGAQSQHQNVNQGPTCNVGSKGVGAGNHGAKANQISPSNSSLKNPQAGVPPFSSLKGKVKRDRSVSVDSGEQREAGTPSLDSEAKEVAPRSKRRCVLERKQPYSGDEWCSGPDSEEDDKPIGATHNCNVADPAMAAPQLGPGQTTQLPLSESSVPGAPHGPPPGLRPDAPGGGGGGGGVPGKPPSQFVYVFTTHLANTAAEAVLQGRADSILAYHQQNVPRAKLDQAPKVPPTPEPLPLSTPSAGTPQ.... Result: 1 (interaction).